This data is from Full USPTO retrosynthesis dataset with 1.9M reactions from patents (1976-2016). The task is: Predict the reactants needed to synthesize the given product. (1) The reactants are: [Br:1][C:2]1[CH:11]=[CH:10][C:9]2[N:8]=[C:7](Cl)[C:6]3=[N:13][N:14](CC4C=CC(OC)=CC=4)[CH:15]=[C:5]3[C:4]=2[CH:3]=1.[CH3:25][N:26]([CH3:34])[C:27]1[CH:32]=[CH:31][C:30]([NH2:33])=[CH:29][CH:28]=1.Cl. Given the product [Br:1][C:2]1[CH:11]=[CH:10][C:9]2[N:8]=[C:7]([NH:33][C:30]3[CH:31]=[CH:32][C:27]([N:26]([CH3:34])[CH3:25])=[CH:28][CH:29]=3)[C:6]3=[N:13][NH:14][CH:15]=[C:5]3[C:4]=2[CH:3]=1, predict the reactants needed to synthesize it. (2) Given the product [Cl:31][C:32]1[CH:37]=[C:36]([F:38])[CH:35]=[CH:34][C:33]=1[CH2:39][S:40]([NH:43][C:28]([CH:25]1[CH2:24][CH2:23][N:22]([C:4]2[C:3]([C:1]#[N:2])=[CH:8][C:7]([C:9]([O:11][CH:12]([CH3:14])[CH3:13])=[O:10])=[C:6]([CH2:15][N:16]3[CH2:20][CH2:19][CH2:18][C:17]3=[O:21])[N:5]=2)[CH2:27][CH2:26]1)=[O:30])(=[O:41])=[O:42], predict the reactants needed to synthesize it. The reactants are: [C:1]([C:3]1[C:4]([N:22]2[CH2:27][CH2:26][CH:25]([C:28]([OH:30])=O)[CH2:24][CH2:23]2)=[N:5][C:6]([CH2:15][N:16]2[CH2:20][CH2:19][CH2:18][C:17]2=[O:21])=[C:7]([C:9]([O:11][CH:12]([CH3:14])[CH3:13])=[O:10])[CH:8]=1)#[N:2].[Cl:31][C:32]1[CH:37]=[C:36]([F:38])[CH:35]=[CH:34][C:33]=1[CH2:39][S:40]([NH2:43])(=[O:42])=[O:41]. (3) Given the product [CH3:11][O:10][CH2:9][CH2:8][O:7][CH2:6][CH2:5][O:4][CH2:3][CH2:2][O:27][C:23]1[CH:24]=[CH:25][CH:26]=[C:21]([N+:18]([O-:20])=[O:19])[CH:22]=1, predict the reactants needed to synthesize it. The reactants are: Br[CH2:2][CH2:3][O:4][CH2:5][CH2:6][O:7][CH2:8][CH2:9][O:10][CH3:11].C([O-])([O-])=O.[K+].[K+].[N+:18]([C:21]1[CH:22]=[C:23]([OH:27])[CH:24]=[CH:25][CH:26]=1)([O-:20])=[O:19].